From a dataset of Forward reaction prediction with 1.9M reactions from USPTO patents (1976-2016). Predict the product of the given reaction. (1) Given the reactants [NH2:1][C:2]1[CH:3]=[C:4]([C:8]2([CH3:20])[CH2:13][CH2:12][N:11]([CH2:14][CH2:15][CH2:16][CH2:17][CH2:18][CH3:19])[CH2:10][CH2:9]2)[CH:5]=[CH:6][CH:7]=1.[CH2:21]([S:23](Cl)(=[O:25])=[O:24])[CH3:22].N1C=CC=CC=1, predict the reaction product. The product is: [NH3:1].[CH2:21]([S:23]([NH:1][C:2]1[CH:3]=[C:4]([C:8]2([CH3:20])[CH2:13][CH2:12][N:11]([CH2:14][CH2:15][CH2:16][CH2:17][CH2:18][CH3:19])[CH2:10][CH2:9]2)[CH:5]=[CH:6][CH:7]=1)(=[O:25])=[O:24])[CH3:22]. (2) Given the reactants [NH:1]1[CH2:5][CH2:4][CH2:3][CH2:2]1.[S:6](N)([NH2:9])(=[O:8])=[O:7], predict the reaction product. The product is: [N:1]1([S:6]([NH2:9])(=[O:8])=[O:7])[CH2:5][CH2:4][CH2:3][CH2:2]1. (3) Given the reactants [H-].[Na+].[CH3:3][C:4]([CH3:13])([CH3:12])[CH2:5][O:6][C:7]1[CH:11]=[CH:10][NH:9][N:8]=1.[Cl:14][C:15]1[C:20]([C:21]([O:23][C:24]([CH3:27])([CH3:26])[CH3:25])=[O:22])=[CH:19][CH:18]=[C:17](Cl)[N:16]=1, predict the reaction product. The product is: [Cl:14][C:15]1[C:20]([C:21]([O:23][C:24]([CH3:27])([CH3:26])[CH3:25])=[O:22])=[CH:19][CH:18]=[C:17]([N:9]2[CH:10]=[CH:11][C:7]([O:6][CH2:5][C:4]([CH3:13])([CH3:12])[CH3:3])=[N:8]2)[N:16]=1.